From a dataset of Full USPTO retrosynthesis dataset with 1.9M reactions from patents (1976-2016). Predict the reactants needed to synthesize the given product. (1) Given the product [CH2:16]([N:9]([N:10]1[CH2:15][CH2:14][O:13][CH2:12][CH2:11]1)[C:7]([C:6]1[CH:5]=[CH:4][C:3]([CH2:2][NH:1][C:39]([C:35]2[S:34][CH:38]=[CH:37][CH:36]=2)=[O:40])=[CH:24][CH:23]=1)=[O:8])[C:17]1[CH:18]=[CH:19][CH:20]=[CH:21][CH:22]=1, predict the reactants needed to synthesize it. The reactants are: [NH2:1][CH2:2][C:3]1[CH:24]=[CH:23][C:6]([C:7]([N:9]([CH2:16][C:17]2[CH:22]=[CH:21][CH:20]=[CH:19][CH:18]=2)[N:10]2[CH2:15][CH2:14][O:13][CH2:12][CH2:11]2)=[O:8])=[CH:5][CH:4]=1.C(N(CC)C(C)C)(C)C.[S:34]1[CH:38]=[CH:37][CH:36]=[C:35]1[C:39](Cl)=[O:40].C([O-])(O)=O.[Na+]. (2) Given the product [F:16][C:14]([F:15])([F:17])[C:6]1[CH:5]=[C:4]2[C:9]([CH:10]=[C:11]([CH:12]=[O:13])[CH:2]=[N:3]2)=[CH:8][CH:7]=1, predict the reactants needed to synthesize it. The reactants are: Cl[C:2]1[C:11]([CH:12]=[O:13])=[CH:10][C:9]2[C:4](=[CH:5][C:6]([C:14]([F:17])([F:16])[F:15])=[CH:7][CH:8]=2)[N:3]=1.C(N(CC)CC)C.C(O)=O.O.